Dataset: Full USPTO retrosynthesis dataset with 1.9M reactions from patents (1976-2016). Task: Predict the reactants needed to synthesize the given product. (1) Given the product [CH2:23]([O:22][C@@H:5]([CH2:6][C:7]1[CH:8]=[CH:9][C:10]([O:13][CH2:14][C:15]2[S:16][C:17]([C:34]3[CH:35]=[CH:36][C:31]([N:27]([CH3:26])[C:28](=[O:30])[CH3:29])=[CH:32][CH:33]=3)=[CH:18][C:19]=2[CH3:20])=[CH:11][CH:12]=1)[C:4]([OH:3])=[O:25])[CH3:24], predict the reactants needed to synthesize it. The reactants are: C([O:3][C:4](=[O:25])[C@@H:5]([O:22][CH2:23][CH3:24])[CH2:6][C:7]1[CH:12]=[CH:11][C:10]([O:13][CH2:14][C:15]2[S:16][C:17](Br)=[CH:18][C:19]=2[CH3:20])=[CH:9][CH:8]=1)C.[CH3:26][N:27]([C:31]1[CH:36]=[CH:35][C:34](B2OC(C)(C)C(C)(C)O2)=[CH:33][CH:32]=1)[C:28](=[O:30])[CH3:29]. (2) Given the product [Cl:15][C:10]1[NH:9][C:8]2[C:7](=[O:13])[NH:6][C:5](=[O:14])[N:4]([CH2:1][CH2:2][CH3:3])[C:12]=2[N:11]=1, predict the reactants needed to synthesize it. The reactants are: [CH2:1]([N:4]1[C:12]2[N:11]=[CH:10][NH:9][C:8]=2[C:7](=[O:13])[NH:6][C:5]1=[O:14])[CH2:2][CH3:3].[Cl:15]N1C(=O)CCC1=O. (3) Given the product [F:1][C:2]1[CH:3]=[C:4]([NH:5][C:20]([C:19]2[CH:23]=[C:15]([S:12]([Cl:11])(=[O:14])=[O:13])[CH:16]=[CH:17][C:18]=2[F:24])=[O:21])[CH:6]=[C:7]([F:10])[C:8]=1[F:9], predict the reactants needed to synthesize it. The reactants are: [F:1][C:2]1[CH:3]=[C:4]([CH:6]=[C:7]([F:10])[C:8]=1[F:9])[NH2:5].[Cl:11][S:12]([C:15]1[CH:16]=[CH:17][C:18]([F:24])=[C:19]([CH:23]=1)[C:20](Cl)=[O:21])(=[O:14])=[O:13]. (4) Given the product [O:1]1[C:6]2[CH:7]=[CH:8][C:9]([N:11]3[CH2:18][CH2:17][NH:16][CH2:15][CH2:14]3)=[CH:10][C:5]=2[O:4][CH2:3][CH2:2]1, predict the reactants needed to synthesize it. The reactants are: [O:1]1[C:6]2[CH:7]=[CH:8][C:9]([NH2:11])=[CH:10][C:5]=2[O:4][CH2:3][CH2:2]1.Cl.Cl[CH2:14][CH2:15][NH:16][CH2:17][CH2:18]Cl.C(=O)([O-])[O-].[K+].[K+]. (5) Given the product [Cl:8][C:6]1[N:5]=[C:4]([C:9]2[CH:14]=[CH:13][CH:12]=[C:11]([O:15][CH3:16])[CH:10]=2)[N:3]=[C:2]([N:23]2[CH2:28][CH2:27][O:26][CH2:25][CH2:24]2)[CH:7]=1, predict the reactants needed to synthesize it. The reactants are: Cl[C:2]1[CH:7]=[C:6]([Cl:8])[N:5]=[C:4]([C:9]2[CH:14]=[CH:13][CH:12]=[C:11]([O:15][CH3:16])[CH:10]=2)[N:3]=1.C([O-])([O-])=O.[K+].[K+].[NH:23]1[CH2:28][CH2:27][O:26][CH2:25][CH2:24]1. (6) Given the product [C:1]([O:5][C:6]([N:8]1[CH2:12][CH2:11][C:10]2([CH2:16][CH2:15][N:14]([CH:20]3[CH2:22][CH2:21]3)[CH2:13]2)[CH2:9]1)=[O:7])([CH3:4])([CH3:2])[CH3:3], predict the reactants needed to synthesize it. The reactants are: [C:1]([O:5][C:6]([N:8]1[CH2:12][CH2:11][C:10]2([CH2:16][CH2:15][NH:14][CH2:13]2)[CH2:9]1)=[O:7])([CH3:4])([CH3:3])[CH3:2].C(O[C:20]1(O[Si](C)(C)C)[CH2:22][CH2:21]1)C.CC(O)=O.[BH3-]C#N.[Na+]. (7) Given the product [C:2]([C@@:4]1([CH:26]2[CH2:28][CH2:27]2)[CH2:8][CH2:7][N:6]([C:9]2[CH:14]=[CH:13][N:12]=[C:11]([NH:15][C:16]3[CH:20]=[C:19]([C:21]([NH:65][CH2:64][CH:63]([F:66])[F:62])=[O:22])[N:18]([CH3:24])[N:17]=3)[CH:10]=2)[C:5]1=[O:25])#[N:3], predict the reactants needed to synthesize it. The reactants are: Cl.[C:2]([C@@:4]1([CH:26]2[CH2:28][CH2:27]2)[CH2:8][CH2:7][N:6]([C:9]2[CH:14]=[CH:13][N:12]=[C:11]([NH:15][C:16]3[CH:20]=[C:19]([C:21](O)=[O:22])[N:18]([CH3:24])[N:17]=3)[CH:10]=2)[C:5]1=[O:25])#[N:3].C(N(CC)C(C)C)(C)C.F[P-](F)(F)(F)(F)F.N1(OC(N(C)C)=[N+](C)C)C2N=CC=CC=2N=N1.[F:62][CH:63]([F:66])[CH2:64][NH2:65].C(=O)([O-])O.[Na+].